This data is from Catalyst prediction with 721,799 reactions and 888 catalyst types from USPTO. The task is: Predict which catalyst facilitates the given reaction. (1) Reactant: C([O:4][C:5]1[CH:10]=[C:9]([NH:11][C:12]([N:14]2[CH2:19][CH2:18][N:17]([C:20](=[O:36])[C:21]3[CH:26]=[CH:25][CH:24]=[C:23]([O:27][CH2:28][CH2:29][CH:30]4[CH2:35][CH2:34][CH2:33][CH2:32][CH2:31]4)[CH:22]=3)[CH2:16][CH2:15]2)=[O:13])[CH:8]=[C:7]([O:37]C(=O)C)[CH:6]=1)(=O)C.[OH-].[Na+].Cl. Product: [CH:30]1([CH2:29][CH2:28][O:27][C:23]2[CH:22]=[C:21]([CH:26]=[CH:25][CH:24]=2)[C:20]([N:17]2[CH2:18][CH2:19][N:14]([C:12]([NH:11][C:9]3[CH:8]=[C:7]([OH:37])[CH:6]=[C:5]([OH:4])[CH:10]=3)=[O:13])[CH2:15][CH2:16]2)=[O:36])[CH2:35][CH2:34][CH2:33][CH2:32][CH2:31]1. The catalyst class is: 32. (2) Reactant: [OH:1][C@H:2]1[C@@H:7]([NH:8][C:9](=[O:14])[O:10][CH2:11][CH2:12][Cl:13])[CH2:6][CH2:5][N:4]([CH2:15][C:16]2[CH:21]=[CH:20][CH:19]=[CH:18][CH:17]=2)[CH2:3]1.N1C=CN=C1.[CH3:27][C:28]([Si:31](Cl)([CH3:33])[CH3:32])([CH3:30])[CH3:29]. Product: [CH3:27][C:28]([Si:31]([CH3:33])([CH3:32])[O:1][C@H:2]1[C@@H:7]([NH:8][C:9](=[O:14])[O:10][CH2:11][CH2:12][Cl:13])[CH2:6][CH2:5][N:4]([CH2:15][C:16]2[CH:17]=[CH:18][CH:19]=[CH:20][CH:21]=2)[CH2:3]1)([CH3:30])[CH3:29]. The catalyst class is: 31. (3) Reactant: C(N1C=CN=C1)(N1C=CN=C1)=O.[Cl:13][C:14]1[C:15]([CH3:31])=[N:16][O:17][C:18]=1[NH:19][S:20]([C:23]1[CH:27]=[CH:26][S:25][C:24]=1[C:28]([OH:30])=O)(=[O:22])=[O:21].N1C=CN=C1.Cl.CNOC.Cl[CH2:43][C:44]1[C:52]([CH3:53])=[CH:51][C:47]2[O:48][CH2:49][O:50][C:46]=2[CH:45]=1.[Mg]. The catalyst class is: 7. Product: [Cl:13][C:14]1[C:15]([CH3:31])=[N:16][O:17][C:18]=1[NH:19][S:20]([C:23]1[CH:27]=[CH:26][S:25][C:24]=1[C:28](=[O:30])[CH2:53][C:52]1[C:44]([CH3:43])=[CH:45][C:46]2[O:50][CH2:49][O:48][C:47]=2[CH:51]=1)(=[O:21])=[O:22]. (4) Reactant: C1(N)C(F)=C(F)C(F)=C(N)C=1F.Cl.Cl.[NH:15]1[C:23]2[C:18](=[CH:19][CH:20]=[CH:21][CH:22]=2)[C:17](/[CH:24]=[CH:25]/[C:26]2[CH:39]=[CH:38][C:29]([C:30]([N:32]3[CH2:37][CH2:36][NH:35][CH2:34][CH2:33]3)=[O:31])=[CH:28][CH:27]=2)=[N:16]1.C(N(CC)CC)C.[CH2:47]([N:49]=[C:50]=[O:51])[CH3:48]. Product: [CH2:47]([NH:49][C:50]([N:35]1[CH2:36][CH2:37][N:32]([C:30](=[O:31])[C:29]2[CH:28]=[CH:27][C:26](/[CH:25]=[CH:24]/[C:17]3[C:18]4[C:23](=[CH:22][CH:21]=[CH:20][CH:19]=4)[NH:15][N:16]=3)=[CH:39][CH:38]=2)[CH2:33][CH2:34]1)=[O:51])[CH3:48]. The catalyst class is: 20. (5) Reactant: [CH2:1]([CH:7]1[S:12]CCCS1)[C:2]1[O:6][CH:5]=[CH:4][CH:3]=1.C(=O)C1OC=CC=1.[CH2:20](S)[CH2:21][CH2:22][SH:23].C[Si](Cl)(C)C. Product: [CH2:1]([CH:7]1[CH2:20][CH2:21][CH2:22][S:23][S:12]1)[C:2]1[O:6][CH:5]=[CH:4][CH:3]=1. The catalyst class is: 22. (6) Reactant: [CH2:1]([S:3](Cl)(=[O:5])=[O:4])[CH3:2].[Br:7][C:8]1[CH:9]=[C:10]([NH2:19])[CH:11]=[N:12][C:13]=1[O:14][CH2:15][CH:16]1[CH2:18][CH2:17]1.N1C=CC=CC=1.Cl. Product: [Br:7][C:8]1[CH:9]=[C:10]([NH:19][S:3]([CH2:1][CH3:2])(=[O:5])=[O:4])[CH:11]=[N:12][C:13]=1[O:14][CH2:15][CH:16]1[CH2:18][CH2:17]1. The catalyst class is: 2. (7) Reactant: [CH3:1][O:2][C:3]1[C:20]([O:21][CH3:22])=[CH:19][C:6]([C:7]([C:9]2[NH:13][N:12]=[N:11][C:10]=2[C:14]([O:16][CH2:17][CH3:18])=[O:15])=[O:8])=[C:5]([N+:23]([O-:25])=[O:24])[CH:4]=1.C1(C)C=CC(S(O)(=O)=O)=CC=1.[CH2:37]([O:39][CH2:40]OCC)[CH3:38]. Product: [CH2:37]([O:39][CH2:40][N:12]1[N:11]=[C:10]([C:14]([O:16][CH2:17][CH3:18])=[O:15])[C:9]([C:7](=[O:8])[C:6]2[CH:19]=[C:20]([O:21][CH3:22])[C:3]([O:2][CH3:1])=[CH:4][C:5]=2[N+:23]([O-:25])=[O:24])=[N:13]1)[CH3:38]. The catalyst class is: 2.